This data is from Forward reaction prediction with 1.9M reactions from USPTO patents (1976-2016). The task is: Predict the product of the given reaction. Given the reactants [NH2:1][C:2]1[N:7]=[CH:6][N:5]=[C:4]2[N:8]([C:33]3[CH:38]=[CH:37][C:36]([CH:39]=O)=[CH:35][CH:34]=3)[N:9]=[C:10]([C:11]3[CH:16]=[CH:15][C:14]([NH:17][C:18](=[O:30])[C:19]4[CH:24]=[CH:23][C:22]([C:25]([F:28])([F:27])[F:26])=[CH:21][C:20]=4[F:29])=[C:13]([O:31][CH3:32])[CH:12]=3)[C:3]=12.[NH:41]1[CH2:46][CH2:45][CH:44]([CH2:47][CH2:48][OH:49])[CH2:43][CH2:42]1.[C:50]([O:53][BH-]([O:53][C:50](=[O:52])[CH3:51])[O:53][C:50](=[O:52])[CH3:51])(=[O:52])[CH3:51].[Na+].ClC(Cl)C.[OH-].[Na+], predict the reaction product. The product is: [C:50]([OH:53])(=[O:52])[CH3:51].[C:50]([OH:53])(=[O:52])[CH3:51].[NH2:1][C:2]1[N:7]=[CH:6][N:5]=[C:4]2[N:8]([C:33]3[CH:38]=[CH:37][C:36]([CH2:39][N:41]4[CH2:46][CH2:45][CH:44]([CH2:47][CH2:48][OH:49])[CH2:43][CH2:42]4)=[CH:35][CH:34]=3)[N:9]=[C:10]([C:11]3[CH:16]=[CH:15][C:14]([NH:17][C:18](=[O:30])[C:19]4[CH:24]=[CH:23][C:22]([C:25]([F:26])([F:27])[F:28])=[CH:21][C:20]=4[F:29])=[C:13]([O:31][CH3:32])[CH:12]=3)[C:3]=12.